This data is from Reaction yield outcomes from USPTO patents with 853,638 reactions. The task is: Predict the reaction yield, written as a fraction of the theoretical maximum amount of product (1.0 means a 100% yield; for example, 0.34 means a 34% yield). (1) The reactants are [C:1]([C:3]1[C@@H:8]([C:9]2[CH:14]=[CH:13][C:12]([C:15]#[N:16])=[CH:11][C:10]=2[S:17]([CH3:20])(=[O:19])=[O:18])[N:7]([CH2:21][C:22](O)=[O:23])[C:6](=[O:25])[N:5]([C:26]2[CH:31]=[CH:30][CH:29]=[C:28]([C:32]([F:35])([F:34])[F:33])[CH:27]=2)[C:4]=1[CH3:36])#[N:2].CN(C(ON1N=NC2C=CC=NC1=2)=[N+](C)C)C.F[P-](F)(F)(F)(F)F.[O:61]=[C:62]1[CH2:67][NH:66][CH2:65][CH2:64][NH:63]1.C(N(CC)C(C)C)(C)C. The catalyst is CN(C=O)C. The product is [C:15]([C:12]1[CH:13]=[CH:14][C:9]([C@@H:8]2[C:3]([C:1]#[N:2])=[C:4]([CH3:36])[N:5]([C:26]3[CH:31]=[CH:30][CH:29]=[C:28]([C:32]([F:33])([F:34])[F:35])[CH:27]=3)[C:6](=[O:25])[N:7]2[CH2:21][C:22](=[O:23])[N:66]2[CH2:65][CH2:64][NH:63][C:62](=[O:61])[CH2:67]2)=[C:10]([S:17]([CH3:20])(=[O:18])=[O:19])[CH:11]=1)#[N:16]. The yield is 0.550. (2) The reactants are O[CH2:2][C:3]1[N:7]([CH2:8][C:9]([O:11][CH2:12][CH3:13])=[O:10])[N:6]=[C:5]([N+:14]([O-:16])=[O:15])[CH:4]=1.O=S(Cl)[Cl:19]. The catalyst is C(Cl)(Cl)Cl. The product is [Cl:19][CH2:2][C:3]1[N:7]([CH2:8][C:9]([O:11][CH2:12][CH3:13])=[O:10])[N:6]=[C:5]([N+:14]([O-:16])=[O:15])[CH:4]=1. The yield is 0.680.